This data is from Forward reaction prediction with 1.9M reactions from USPTO patents (1976-2016). The task is: Predict the product of the given reaction. Given the reactants [C:1]([NH2:9])(=[O:8])[C:2]1[CH:7]=[CH:6][CH:5]=[CH:4][CH:3]=1.O.[C:11]([OH:15])(=[O:14])[CH:12]=[O:13], predict the reaction product. The product is: [C:1]([NH:9][CH:12]([OH:13])[C:11]([OH:15])=[O:14])(=[O:8])[C:2]1[CH:7]=[CH:6][CH:5]=[CH:4][CH:3]=1.